This data is from Peptide-MHC class I binding affinity with 185,985 pairs from IEDB/IMGT. The task is: Regression. Given a peptide amino acid sequence and an MHC pseudo amino acid sequence, predict their binding affinity value. This is MHC class I binding data. (1) The peptide sequence is EIINNGISY. The MHC is HLA-B57:01 with pseudo-sequence HLA-B57:01. The binding affinity (normalized) is 0.0847. (2) The peptide sequence is FMSLQSGDV. The MHC is HLA-A24:03 with pseudo-sequence HLA-A24:03. The binding affinity (normalized) is 0.0847. (3) The peptide sequence is LMLHQQYNQ. The binding affinity (normalized) is 0.0847. The MHC is HLA-A02:19 with pseudo-sequence HLA-A02:19. (4) The peptide sequence is VVAVGGLAI. The MHC is HLA-A30:01 with pseudo-sequence HLA-A30:01. The binding affinity (normalized) is 0.0847. (5) The peptide sequence is FEDLRVSSFI. The MHC is HLA-B18:01 with pseudo-sequence HLA-B18:01. The binding affinity (normalized) is 0.161.